This data is from Reaction yield outcomes from USPTO patents with 853,638 reactions. The task is: Predict the reaction yield, written as a fraction of the theoretical maximum amount of product (1.0 means a 100% yield; for example, 0.34 means a 34% yield). (1) The product is [CH3:1][O:2][C:3](=[O:25])[C:4]1[CH:9]=[C:8]([F:10])[C:7]([CH2:11][NH2:12])=[N:6][C:5]=1[NH:13][C:14]1[CH:19]=[CH:18][C:17]([Si:20]([CH3:22])([CH3:21])[CH3:23])=[CH:16][C:15]=1[F:24]. The yield is 0.340. The catalyst is CO.[Co](Cl)Cl. The reactants are [CH3:1][O:2][C:3](=[O:25])[C:4]1[CH:9]=[C:8]([F:10])[C:7]([C:11]#[N:12])=[N:6][C:5]=1[NH:13][C:14]1[CH:19]=[CH:18][C:17]([Si:20]([CH3:23])([CH3:22])[CH3:21])=[CH:16][C:15]=1[F:24].[BH4-].[Na+]. (2) The reactants are [Cl:1][C:2]1[C:11]2[C:6](=[CH:7][C:8]([Cl:15])=[C:9]([N+:12]([O-:14])=[O:13])[CH:10]=2)[N:5]=[CH:4][N:3]=1.[Cl:16][C:17]1[CH:23]=[CH:22][C:20]([NH2:21])=[C:19]([F:24])[CH:18]=1.Cl. The catalyst is CC(O)C.CC(C)=O. The product is [ClH:1].[Cl:15][C:8]1[CH:7]=[C:6]2[C:11]([C:2]([NH:21][C:20]3[CH:22]=[CH:23][C:17]([Cl:16])=[CH:18][C:19]=3[F:24])=[N:3][CH:4]=[N:5]2)=[CH:10][C:9]=1[N+:12]([O-:14])=[O:13]. The yield is 0.900. (3) The reactants are [C:1]([O:9][C@H:10]([CH2:15][C:16]1[C:17]([CH2:26][NH:27][CH2:28][C:29]([F:32])([F:31])[F:30])=[C:18]2[C:22](=[C:23]([Cl:25])[CH:24]=1)[NH:21][N:20]=[CH:19]2)[C:11]([O:13]C)=O)(=[O:8])[C:2]1[CH:7]=[CH:6][CH:5]=[CH:4][CH:3]=1.C1(C)C=CC=CC=1.C(O)(=O)C. No catalyst specified. The product is [C:1]([O:9][C@H:10]1[C:11](=[O:13])[N:27]([CH2:28][C:29]([F:31])([F:32])[F:30])[CH2:26][C:17]2[C:18]3[CH:19]=[N:20][NH:21][C:22]=3[C:23]([Cl:25])=[CH:24][C:16]=2[CH2:15]1)(=[O:8])[C:2]1[CH:3]=[CH:4][CH:5]=[CH:6][CH:7]=1. The yield is 0.740.